From a dataset of Catalyst prediction with 721,799 reactions and 888 catalyst types from USPTO. Predict which catalyst facilitates the given reaction. (1) Reactant: C(OC([NH:8][CH2:9][CH2:10][CH2:11][O:12][C:13]1[CH:48]=[CH:47][CH:46]=[CH:45][C:14]=1[CH2:15][NH:16][C:17](=[O:44])[NH:18][C:19]1[S:20][CH:21]=[C:22]([C:24]([NH:26][CH2:27][C:28]([NH:30][C@@H:31]([C:38]2[CH:39]=[N:40][CH:41]=[CH:42][CH:43]=2)[CH2:32][C:33]([O:35][CH2:36][CH3:37])=[O:34])=[O:29])=[O:25])[N:23]=1)=O)(C)(C)C.C([Cl:52])(=O)C. Product: [ClH:52].[NH2:8][CH2:9][CH2:10][CH2:11][O:12][C:13]1[CH:48]=[CH:47][CH:46]=[CH:45][C:14]=1[CH2:15][NH:16][C:17](=[O:44])[NH:18][C:19]1[S:20][CH:21]=[C:22]([C:24]([NH:26][CH2:27][C:28]([NH:30][C@@H:31]([C:38]2[CH:39]=[N:40][CH:41]=[CH:42][CH:43]=2)[CH2:32][C:33]([O:35][CH2:36][CH3:37])=[O:34])=[O:29])=[O:25])[N:23]=1. The catalyst class is: 8. (2) Reactant: [CH2:1]([O:8][C:9]1[CH:17]=[CH:16][C:12]([C:13]([OH:15])=O)=[CH:11][CH:10]=1)[C:2]1[CH:7]=[CH:6][CH:5]=[CH:4][CH:3]=1.Cl.[CH3:19][N:20](C)CCCN=C=NCC.[OH:30][C:31]1[C:39]2N=N[NH:36][C:35]=2[CH:34]=[CH:33][CH:32]=1.[CH2:40](N(CC)CC)C.NCCC#N. Product: [CH2:1]([O:8][C:9]1[CH:10]=[CH:11][C:12]([C:13]([NH:20][CH2:19][C:32]2[C:31]([OH:30])=[N:36][C:35]([CH3:39])=[CH:34][C:33]=2[CH3:40])=[O:15])=[CH:16][CH:17]=1)[C:2]1[CH:3]=[CH:4][CH:5]=[CH:6][CH:7]=1. The catalyst class is: 4. (3) The catalyst class is: 8. Product: [CH2:11]([O:13][C:14]([C:15]1[CH:19]=[C:20]([C:21]2[CH:22]=[CH:23][CH:24]=[CH:25][CH:26]=2)[N:7]([C:6]2[CH:8]=[CH:9][CH:10]=[C:4]([N+:1]([O-:3])=[O:2])[CH:5]=2)[C:16]=1[CH3:17])=[O:28])[CH3:12]. Reactant: [N+:1]([C:4]1[CH:5]=[C:6]([CH:8]=[CH:9][CH:10]=1)[NH2:7])([O-:3])=[O:2].[CH2:11]([O:13][C:14](=[O:28])[CH:15]([CH2:19][C:20](=O)[C:21]1[CH:26]=[CH:25][CH:24]=[CH:23][CH:22]=1)[C:16](=O)[CH3:17])[CH3:12].CC1C=CC(S(O)(=O)=O)=CC=1. (4) Reactant: C[O:2][C:3](=O)[C:4]1[CH:9]=[C:8]([O:10][CH2:11][CH3:12])[C:7]([O:13][CH3:14])=[C:6]([O:15][CH2:16][CH3:17])[CH:5]=1.[H-].[Al+3].[Li+].[H-].[H-].[H-]. Product: [CH2:16]([O:15][C:6]1[CH:5]=[C:4]([CH2:3][OH:2])[CH:9]=[C:8]([O:10][CH2:11][CH3:12])[C:7]=1[O:13][CH3:14])[CH3:17]. The catalyst class is: 1. (5) Reactant: Br[C:2]1[CH:10]=[C:9]2[C:5]([CH:6]=[N:7][NH:8]2)=[CH:4][CH:3]=1.[C:11]([O:15][C:16]([N:18]1[CH2:23][CH:22]=[C:21](B2OC(C)(C)C(C)(C)O2)[CH2:20][CH2:19]1)=[O:17])([CH3:14])([CH3:13])[CH3:12].C([O-])([O-])=O.[K+].[K+].C([O-])([O-])=O.[Na+].[Na+]. Product: [C:11]([O:15][C:16]([N:18]1[CH2:19][CH:20]=[C:21]([C:2]2[CH:10]=[C:9]3[C:5]([CH:6]=[N:7][NH:8]3)=[CH:4][CH:3]=2)[CH2:22][CH2:23]1)=[O:17])([CH3:14])([CH3:12])[CH3:13]. The catalyst class is: 203. (6) Reactant: [C:1]1(=[O:7])[O:6][CH2:5][CH2:4][CH2:3][CH2:2]1.[C:8]1([CH3:14])[CH:13]=[CH:12][CH:11]=[CH:10][CH:9]=1.[OH-:15].[K+].C(Br)C1C=CC=CC=1. Product: [CH2:14]([O:15][CH2:5][CH2:4][CH2:3][CH2:2][C:1]([OH:6])=[O:7])[C:8]1[CH:13]=[CH:12][CH:11]=[CH:10][CH:9]=1. The catalyst class is: 6.